From a dataset of Forward reaction prediction with 1.9M reactions from USPTO patents (1976-2016). Predict the product of the given reaction. (1) Given the reactants Br[CH2:2][C:3]1[N:4]([CH3:28])[C:5]2[C:10]([N:11]=1)=[C:9]([N:12]1[CH2:17][CH2:16][O:15][CH2:14][CH2:13]1)[N:8]=[C:7]([N:18]1[C:22]3[CH:23]=[CH:24][CH:25]=[CH:26][C:21]=3[N:20]=[C:19]1[CH3:27])[N:6]=2.[CH3:29][C:30]1([CH3:35])[CH2:34][CH2:33][NH:32][CH2:31]1, predict the reaction product. The product is: [CH3:29][C:30]1([CH3:35])[CH2:34][CH2:33][N:32]([CH2:2][C:3]2[N:4]([CH3:28])[C:5]3[C:10]([N:11]=2)=[C:9]([N:12]2[CH2:17][CH2:16][O:15][CH2:14][CH2:13]2)[N:8]=[C:7]([N:18]2[C:22]4[CH:23]=[CH:24][CH:25]=[CH:26][C:21]=4[N:20]=[C:19]2[CH3:27])[N:6]=3)[CH2:31]1. (2) The product is: [CH3:1][C:2]1([CH3:9])[O:6][C@@H:5]([CH2:7][OH:8])[CH2:4][O:3]1.[CH3:10][C:11]1([CH3:29])[O:15][C@@H:14]([CH2:16][O:17][NH2:18])[CH2:13][O:12]1. Given the reactants [CH3:1][C:2]1([CH3:9])[O:6][C@@H:5]([CH2:7][OH:8])[CH2:4][O:3]1.[CH3:10][C:11]1([CH3:29])[O:15][C@@H:14]([CH2:16][O:17][N:18]2C(=O)C3C(=CC=CC=3)C2=O)[CH2:13][O:12]1.CNN, predict the reaction product. (3) Given the reactants [C:1]([C:4]1[CH:13]=[C:12]([O:14][CH2:15][C:16]2[CH:21]=[CH:20][CH:19]=[CH:18][CH:17]=2)[CH:11]=[C:10]2[C:5]=1[CH:6]=[CH:7][C:8](=[O:22])[NH:9]2)(=[O:3])[CH3:2].[Cl:23]CCCl, predict the reaction product. The product is: [CH2:15]([O:14][C:12]1[CH:11]=[C:10]2[C:5]([CH:6]=[CH:7][C:8](=[O:22])[NH:9]2)=[C:4]([C:1](=[O:3])[CH2:2][Cl:23])[CH:13]=1)[C:16]1[CH:21]=[CH:20][CH:19]=[CH:18][CH:17]=1.